From a dataset of Catalyst prediction with 721,799 reactions and 888 catalyst types from USPTO. Predict which catalyst facilitates the given reaction. Reactant: C1COCC1.[C:6]1([CH3:16])[CH:11]=[C:10]([CH3:12])[CH:9]=[C:8]([CH3:13])[C:7]=1[Mg]Br.Br[C:18]1[CH:23]=[CH:22][CH:21]=[CH:20][N:19]=1.[Cl-].C(C1C=CC=C(C(C)C)C=1[NH+]1CCN(C2C(C(C)C)=CC=CC=2C(C)C)C1)(C)C. Product: [CH3:16][C:6]1[CH:11]=[C:10]([CH3:12])[CH:9]=[C:8]([CH3:13])[C:7]=1[C:18]1[CH:23]=[CH:22][CH:21]=[CH:20][N:19]=1. The catalyst class is: 828.